This data is from Catalyst prediction with 721,799 reactions and 888 catalyst types from USPTO. The task is: Predict which catalyst facilitates the given reaction. Reactant: [CH2:1]([O:3][C:4](=[O:24])[CH2:5][C@@H:6]([NH:13][C:14]1[C:19]([NH2:20])=[CH:18][N:17]=[C:16]([CH:21]2[CH2:23][CH2:22]2)[N:15]=1)[C:7]1[CH:12]=[CH:11][CH:10]=[CH:9][CH:8]=1)[CH3:2].C1N=CN([C:30](N2C=NC=C2)=[O:31])C=1. Product: [CH2:1]([O:3][C:4](=[O:24])[CH2:5][C@@H:6]([N:13]1[C:30](=[O:31])[NH:20][C:19]2[C:14]1=[N:15][C:16]([CH:21]1[CH2:22][CH2:23]1)=[N:17][CH:18]=2)[C:7]1[CH:8]=[CH:9][CH:10]=[CH:11][CH:12]=1)[CH3:2]. The catalyst class is: 56.